From a dataset of Retrosynthesis with 50K atom-mapped reactions and 10 reaction types from USPTO. Predict the reactants needed to synthesize the given product. (1) Given the product O=C(O)C(F)(F)F, predict the reactants needed to synthesize it. The reactants are: C[C@H](NC(=O)OC(C)(C)C)C(=O)N[C@@H](CC1CC1)C(=O)N[C@@H](Cc1ccccc1)C(=O)[C@@]1(C)CO1. (2) Given the product CC(C)(C)OC(=O)Nc1ccccc1C1CCCCC1, predict the reactants needed to synthesize it. The reactants are: Brc1ccccc1C1CCCCC1.CC(C)(C)OC(N)=O. (3) Given the product CC(CNS(=O)(=O)C(C)C)Oc1ccc(-c2cccc(NS(=O)(=O)C(C)C)c2)cc1, predict the reactants needed to synthesize it. The reactants are: CC(C)S(=O)(=O)Cl.CC(CNS(=O)(=O)C(C)C)Oc1ccc(-c2cccc(N)c2)cc1. (4) Given the product CCCCOC(=O)CCc1ccc(N2CCN(Cc3ccc(Cl)cc3)CC2)cc1, predict the reactants needed to synthesize it. The reactants are: CCCCOC(=O)CCc1ccc(N2CCNCC2)cc1.ClCc1ccc(Cl)cc1. (5) Given the product COc1ccc(-c2cc(-c3ccc(OC)cc3)[nH]n2)cc1, predict the reactants needed to synthesize it. The reactants are: COc1ccc(C(=O)CC(=O)c2ccc(OC)cc2)cc1.NN.